Dataset: CYP2C9 inhibition data for predicting drug metabolism from PubChem BioAssay. Task: Regression/Classification. Given a drug SMILES string, predict its absorption, distribution, metabolism, or excretion properties. Task type varies by dataset: regression for continuous measurements (e.g., permeability, clearance, half-life) or binary classification for categorical outcomes (e.g., BBB penetration, CYP inhibition). Dataset: cyp2c9_veith. (1) The compound is CCC1(CCSC(=N)N)C(=O)NC(=O)NC1=O. The result is 0 (non-inhibitor). (2) The compound is COCCn1c(=O)c(-c2cccs2)nc2cnc(Oc3ccc(OC)cc3)nc21. The result is 1 (inhibitor). (3) The molecule is Cc1ccccc1-n1ncc2c(SCC(=O)N3c4ccccc4CC3C)ncnc21. The result is 1 (inhibitor). (4) The drug is N#Cc1ccc(C(c2ccc(C#N)cc2)n2cncn2)cc1. The result is 0 (non-inhibitor). (5) The compound is COc1ccc(C(=O)NC(=S)NCc2ccccc2)cc1. The result is 1 (inhibitor). (6) The drug is C[C@H](NC[C@H](O)CP(=O)(O)CC1CCCCC1)c1ccc(Cl)c(Cl)c1. The result is 0 (non-inhibitor). (7) The compound is CC(NC(=O)c1ccccc1)(C(=O)O)C(=O)O. The result is 0 (non-inhibitor). (8) The result is 1 (inhibitor). The molecule is CN(C)S(=O)(=O)c1ccc(NC(=O)COC(=O)c2ccccn2)cc1.